This data is from Catalyst prediction with 721,799 reactions and 888 catalyst types from USPTO. The task is: Predict which catalyst facilitates the given reaction. (1) Reactant: [S:1](=[O:5])(=[O:4])([OH:3])[OH:2].[Cl:6][C:7]1[CH:12]=[CH:11][CH:10]=[CH:9][C:8]=1[CH2:13][CH2:14][NH:15][CH2:16][CH2:17][CH2:18][S:19][CH2:20][CH2:21][NH:22][CH2:23][C@@H:24]([C:26]1[C:34]2[S:33][C:32](=[O:35])[NH:31][C:30]=2[C:29]([OH:36])=[CH:28][CH:27]=1)[OH:25]. Product: [S:1]([OH:5])([OH:4])(=[O:3])=[O:2].[Cl:6][C:7]1[CH:12]=[CH:11][CH:10]=[CH:9][C:8]=1[CH2:13][CH2:14][NH:15][CH2:16][CH2:17][CH2:18][S:19][CH2:20][CH2:21][NH:22][CH2:23][C@@H:24]([C:26]1[C:34]2[S:33][C:32](=[O:35])[NH:31][C:30]=2[C:29]([OH:36])=[CH:28][CH:27]=1)[OH:25]. The catalyst class is: 5. (2) Reactant: [CH2:1]([O:8][C:9]1[C:10](=[O:28])[CH:11]=[CH:12][N:13]2[CH2:18][CH2:17][N:16]([CH2:19][C:20]3[CH:25]=[CH:24][C:23]([F:26])=[CH:22][CH:21]=3)[C:15](=[O:27])[C:14]=12)[C:2]1[CH:7]=[CH:6][CH:5]=[CH:4][CH:3]=1.[I:29]N1C(=O)CCC1=O.C1C=C(Cl)C=C(C(OO)=O)C=1. Product: [CH2:1]([O:8][C:9]1[C:10](=[O:28])[C:11]([I:29])=[CH:12][N:13]2[CH2:18][CH2:17][N:16]([CH2:19][C:20]3[CH:21]=[CH:22][C:23]([F:26])=[CH:24][CH:25]=3)[C:15](=[O:27])[C:14]=12)[C:2]1[CH:7]=[CH:6][CH:5]=[CH:4][CH:3]=1. The catalyst class is: 5. (3) Reactant: C(OC(=O)[NH:7][C@H:8]1[CH2:13][CH2:12][C@H:11]([CH2:14][CH2:15][N:16]2[CH2:21][CH2:20][CH:19]([O:22][C:23]3[CH:28]=[CH:27][C:26]([F:29])=[CH:25][CH:24]=3)[CH2:18][CH2:17]2)[CH2:10][CH2:9]1)(C)(C)C.[F:31][C:32]([F:37])([F:36])[C:33]([OH:35])=[O:34].C([O-])(O)=O.[Na+]. Product: [F:31][C:32]([F:37])([F:36])[C:33]([OH:35])=[O:34].[F:29][C:26]1[CH:25]=[CH:24][C:23]([O:22][CH:19]2[CH2:20][CH2:21][N:16]([CH2:15][CH2:14][C@H:11]3[CH2:12][CH2:13][C@H:8]([NH2:7])[CH2:9][CH2:10]3)[CH2:17][CH2:18]2)=[CH:28][CH:27]=1. The catalyst class is: 4. (4) Reactant: [CH3:1][O:2][CH2:3][C:4]([NH:6][C:7]1[CH:12]=[CH:11][C:10]([C:13]2[N:14]=[C:15]([CH2:18][N:19]3[CH:23]=[C:22]([C:24]([O:26]CC)=[O:25])[CH:21]=[N:20]3)[S:16][CH:17]=2)=[CH:9][CH:8]=1)=[O:5].[OH-].[Na+].Cl. Product: [CH3:1][O:2][CH2:3][C:4]([NH:6][C:7]1[CH:12]=[CH:11][C:10]([C:13]2[N:14]=[C:15]([CH2:18][N:19]3[CH:23]=[C:22]([C:24]([OH:26])=[O:25])[CH:21]=[N:20]3)[S:16][CH:17]=2)=[CH:9][CH:8]=1)=[O:5]. The catalyst class is: 823. (5) Reactant: [NH2:1][C:2]1[CH:3]=[CH:4][C:5]([Cl:23])=[C:6]([C:8]([NH:10][C:11]2[CH:16]=[CH:15][C:14]([CH2:17][C:18]([O:20][CH2:21][CH3:22])=[O:19])=[CH:13][CH:12]=2)=[O:9])[CH:7]=1.C(=O)([O-])[O-].[K+].[K+].[CH2:30](Br)[C:31]1[CH:36]=[CH:35][CH:34]=[CH:33][CH:32]=1. Product: [Cl:23][C:5]1[CH:4]=[CH:3][C:2]([NH:1][CH2:30][C:31]2[CH:36]=[CH:35][CH:34]=[CH:33][CH:32]=2)=[CH:7][C:6]=1[C:8]([NH:10][C:11]1[CH:16]=[CH:15][C:14]([CH2:17][C:18]([O:20][CH2:21][CH3:22])=[O:19])=[CH:13][CH:12]=1)=[O:9]. The catalyst class is: 39. (6) Reactant: [NH2:1][C:2]1[N:3]=[C:4]2[CH:9]=[CH:8][C:7]([O:10][C:11]3[CH:12]=[CH:13][C:14]([F:27])=[C:15]([NH:17][C:18]([C:20]4[N:24]([CH3:25])[N:23]=[C:22]([CH3:26])[CH:21]=4)=[O:19])[CH:16]=3)=[CH:6][N:5]2[CH:28]=1.[CH:29]1([C:32](Cl)=[O:33])[CH2:31][CH2:30]1.C(=O)([O-])O.[Na+]. Product: [CH:29]1([C:32]([NH:1][C:2]2[N:3]=[C:4]3[CH:9]=[CH:8][C:7]([O:10][C:11]4[CH:12]=[CH:13][C:14]([F:27])=[C:15]([NH:17][C:18]([C:20]5[N:24]([CH3:25])[N:23]=[C:22]([CH3:26])[CH:21]=5)=[O:19])[CH:16]=4)=[CH:6][N:5]3[CH:28]=2)=[O:33])[CH2:31][CH2:30]1. The catalyst class is: 395. (7) Reactant: [Br:1][C:2]1[C:3]([CH3:11])=[N:4][C:5]([O:9][CH3:10])=[CH:6][C:7]=1[CH3:8].C1C(=O)N([Cl:19])C(=O)C1. Product: [Br:1][C:2]1[C:3]([CH3:11])=[N:4][C:5]([O:9][CH3:10])=[C:6]([Cl:19])[C:7]=1[CH3:8]. The catalyst class is: 3. (8) Reactant: [Br:1][C:2]1[CH:3]=[C:4]([C@@:9]2([CH3:28])[N:17]=[C:16]([NH:18][C:19](=[O:25])[O:20][C:21]([CH3:24])([CH3:23])[CH3:22])[C:12]3([CH2:15][CH2:14][CH2:13]3)[S:11](=[O:27])(=[O:26])[CH2:10]2)[C:5]([F:8])=[N:6][CH:7]=1.C[Si]([N-][Si](C)(C)C)(C)C.[K+].[CH2:39](Br)[CH:40]=[CH2:41]. Product: [CH2:41]([C@@H:10]1[C@:9]([C:4]2[C:5]([F:8])=[N:6][CH:7]=[C:2]([Br:1])[CH:3]=2)([CH3:28])[N:17]=[C:16]([NH:18][C:19](=[O:25])[O:20][C:21]([CH3:22])([CH3:23])[CH3:24])[C:12]2([CH2:13][CH2:14][CH2:15]2)[S:11]1(=[O:27])=[O:26])[CH:40]=[CH2:39]. The catalyst class is: 1. (9) Reactant: Cl.[CH3:2][S:3]([N:6]1[C:19]2[C:14](=[CH:15][CH:16]=[CH:17][CH:18]=2)[C:8]2([CH2:13][CH2:12][NH:11][CH2:10][CH2:9]2)[CH2:7]1)(=[O:5])=[O:4].[OH-].[Na+].[CH2:22]1[C:30]2[C:25](=[CH:26][CH:27]=[CH:28][CH:29]=2)[CH2:24][CH:23]1[NH:31][C:32](=O)[O:33]C1C=CC=CC=1.O. Product: [CH2:24]1[C:25]2[C:30](=[CH:29][CH:28]=[CH:27][CH:26]=2)[CH2:22][CH:23]1[NH:31][C:32]([N:11]1[CH2:10][CH2:9][C:8]2([C:14]3[C:19](=[CH:18][CH:17]=[CH:16][CH:15]=3)[N:6]([S:3]([CH3:2])(=[O:4])=[O:5])[CH2:7]2)[CH2:13][CH2:12]1)=[O:33]. The catalyst class is: 16.